This data is from Catalyst prediction with 721,799 reactions and 888 catalyst types from USPTO. The task is: Predict which catalyst facilitates the given reaction. (1) Reactant: [F:1][C:2]([F:13])([F:12])[C:3]1[CH:8]=[CH:7][C:6](B(O)O)=[CH:5][CH:4]=1.[Br:14][C:15]1[CH:20]=[CH:19][C:18](I)=[CH:17][CH:16]=1.C(=O)([O-])[O-].[Na+].[Na+]. Product: [Br:14][C:15]1[CH:20]=[CH:19][C:18]([C:6]2[CH:7]=[CH:8][C:3]([C:2]([F:13])([F:12])[F:1])=[CH:4][CH:5]=2)=[CH:17][CH:16]=1. The catalyst class is: 318. (2) Reactant: [OH:1][CH2:2][CH2:3][NH:4][C:5]([C@H:7]([NH:9][C:10]([C:12]1[C:20]2[C:15](=[N:16][CH:17]=[C:18]([C:21]3[C:29]4[C:24](=[CH:25][C:26]([F:30])=[CH:27][CH:28]=4)[N:23]([CH3:31])[N:22]=3)[N:19]=2)[N:14]([CH2:32][O:33][CH2:34][CH2:35][Si:36]([CH3:39])([CH3:38])[CH3:37])[CH:13]=1)=[O:11])[CH3:8])=O.CCN(S(F)(F)F)CC.C(=O)([O-])[O-].[K+].[K+]. Product: [O:1]1[CH2:2][CH2:3][N:4]=[C:5]1[C@H:7]([NH:9][C:10]([C:12]1[C:20]2[C:15](=[N:16][CH:17]=[C:18]([C:21]3[C:29]4[C:24](=[CH:25][C:26]([F:30])=[CH:27][CH:28]=4)[N:23]([CH3:31])[N:22]=3)[N:19]=2)[N:14]([CH2:32][O:33][CH2:34][CH2:35][Si:36]([CH3:38])([CH3:37])[CH3:39])[CH:13]=1)=[O:11])[CH3:8]. The catalyst class is: 4. (3) Reactant: [CH2:1]([O:3][C:4]([C:6]1[C:10]([CH2:11]Br)=[C:9]([C:13]2[CH:18]=[CH:17][C:16]([Cl:19])=[CH:15][CH:14]=2)[N:8]([C:20]2[CH:25]=[CH:24][CH:23]=[CH:22][C:21]=2[Cl:26])[N:7]=1)=[O:5])[CH3:2].[CH:27]([NH2:30])([CH3:29])[CH3:28].C([O-])([O-])=O.[K+].[K+]. Product: [CH2:1]([O:3][C:4]([C:6]1[C:10]([CH2:11][NH:30][CH:27]([CH3:29])[CH3:28])=[C:9]([C:13]2[CH:18]=[CH:17][C:16]([Cl:19])=[CH:15][CH:14]=2)[N:8]([C:20]2[CH:25]=[CH:24][CH:23]=[CH:22][C:21]=2[Cl:26])[N:7]=1)=[O:5])[CH3:2]. The catalyst class is: 23. (4) Reactant: [C:1]([NH:9][C@H:10]([C:13]([O:15][CH2:16][CH3:17])=[O:14])[C:11]#[N:12])(=[O:8])[C:2]1[CH:7]=[CH:6][CH:5]=[CH:4][CH:3]=1.Cl. Product: [NH2:12][C:11]1[O:8][C:1]([C:2]2[CH:3]=[CH:4][CH:5]=[CH:6][CH:7]=2)=[N:9][C:10]=1[C:13]([O:15][CH2:16][CH3:17])=[O:14]. The catalyst class is: 12. (5) Reactant: [F-].C([N+](CCCC)(CCCC)CCCC)CCC.[Cl:19][C:20]1[CH:21]=[CH:22][C:23]([CH:43]=[O:44])=[C:24]2[C:28]=1[N:27]=[C:26]1[N:29]([C:33]3[C:34]([CH3:42])=[N:35][C:36]([O:40][CH3:41])=[N:37][C:38]=3[CH3:39])[CH2:30][CH2:31][CH2:32][N:25]21.C[Si](C)(C)[C:47]([F:50])([F:49])[F:48].Cl.C(=O)([O-])O.[Na+]. Product: [Cl:19][C:20]1[C:28]2[N:27]=[C:26]3[N:29]([C:33]4[C:34]([CH3:42])=[N:35][C:36]([O:40][CH3:41])=[N:37][C:38]=4[CH3:39])[CH2:30][CH2:31][CH2:32][N:25]3[C:24]=2[C:23]([CH:43]([OH:44])[C:47]([F:50])([F:49])[F:48])=[CH:22][CH:21]=1. The catalyst class is: 7. (6) Reactant: [C:1]([CH:5]1[CH2:8][CH:7]([CH2:9][O:10][CH3:11])[CH2:6]1)#[C:2][C:3]#[CH:4].[OH:12]/[N:13]=[CH:14]/[CH2:15][CH2:16][C@@:17]([CH3:32])([S:28]([CH3:31])(=[O:30])=[O:29])[C:18]([O:20][CH2:21][C:22]1[CH:27]=[CH:26][CH:25]=[CH:24][CH:23]=1)=[O:19].[O-]Cl=O.[Na+]. Product: [CH3:11][O:10][CH2:9][CH:7]1[CH2:8][CH:5]([C:1]#[C:2][C:3]2[O:12][N:13]=[C:14]([CH2:15][CH2:16][C@@:17]([CH3:32])([S:28]([CH3:31])(=[O:30])=[O:29])[C:18]([O:20][CH2:21][C:22]3[CH:27]=[CH:26][CH:25]=[CH:24][CH:23]=3)=[O:19])[CH:4]=2)[CH2:6]1. The catalyst class is: 2. (7) Reactant: [Si:1]([O:8][CH2:9][C:10]1[N:11]([CH3:25])[C:12]2[CH:13]=[CH:14][C:15]3[C:23](=O)[CH2:22][CH2:21][CH2:20][CH2:19][C:16]=3[C:17]=2[CH:18]=1)([C:4]([CH3:7])([CH3:6])[CH3:5])([CH3:3])[CH3:2].[CH3:26][O:27][C:28]1[CH:35]=[C:34]([O:36][CH3:37])[CH:33]=[CH:32][C:29]=1[CH2:30][NH2:31].CCN(CC)CC. Product: [Si:1]([O:8][CH2:9][C:10]1[N:11]([CH3:25])[C:12]2[CH:13]=[CH:14][C:15]3[C:23](=[N:31][CH2:30][C:29]4[CH:32]=[CH:33][C:34]([O:36][CH3:37])=[CH:35][C:28]=4[O:27][CH3:26])[CH2:22][CH2:21][CH2:20][CH2:19][C:16]=3[C:17]=2[CH:18]=1)([C:4]([CH3:7])([CH3:5])[CH3:6])([CH3:3])[CH3:2]. The catalyst class is: 388. (8) Reactant: [Cl:1][C:2]1[CH:39]=[CH:38][C:5]([CH2:6][C@@H:7]([NH:30]C(=O)OC(C)(C)C)[C:8]([N:10]2[CH2:15][CH2:14][CH:13]([N:16]([CH:24]3[CH2:29][CH2:28][CH2:27][CH2:26][CH2:25]3)[C:17]([N:19]([CH2:22][CH3:23])[CH2:20][CH3:21])=[O:18])[CH2:12][CH2:11]2)=[O:9])=[CH:4][CH:3]=1. Product: [Cl:1][C:2]1[CH:3]=[CH:4][C:5]([CH2:6][C@H:7]([C:8]([N:10]2[CH2:11][CH2:12][CH:13]([N:16]([CH:24]3[CH2:29][CH2:28][CH2:27][CH2:26][CH2:25]3)[C:17]([N:19]([CH2:20][CH3:21])[CH2:22][CH3:23])=[O:18])[CH2:14][CH2:15]2)=[O:9])[NH2:30])=[CH:38][CH:39]=1. The catalyst class is: 89.